Dataset: Full USPTO retrosynthesis dataset with 1.9M reactions from patents (1976-2016). Task: Predict the reactants needed to synthesize the given product. (1) The reactants are: [F:1][C:2]1[C:10]([O:11][C:12]2[C:21]3[C:16](=[CH:17][C:18]([O:24][CH2:25][CH2:26][CH2:27][N:28]4[CH2:33][CH2:32][NH:31][CH2:30][CH2:29]4)=[C:19]([O:22][CH3:23])[CH:20]=3)[N:15]=[CH:14][N:13]=2)=[CH:9][CH:8]=[C:7]2[C:3]=1[CH:4]=[C:5]([CH3:34])[NH:6]2.I[CH2:36][C:37]([NH2:39])=[O:38].C(N(CC)C(C)C)(C)C. Given the product [C:37]([CH2:36][N:31]1[CH2:32][CH2:33][N:28]([CH2:27][CH2:26][CH2:25][O:24][C:18]2[CH:17]=[C:16]3[C:21]([C:12]([O:11][C:10]4[C:2]([F:1])=[C:3]5[C:7](=[CH:8][CH:9]=4)[NH:6][C:5]([CH3:34])=[CH:4]5)=[N:13][CH:14]=[N:15]3)=[CH:20][C:19]=2[O:22][CH3:23])[CH2:29][CH2:30]1)(=[O:38])[NH2:39], predict the reactants needed to synthesize it. (2) Given the product [CH3:32][S:33]([O:20][CH2:19][C:17]1[CH:18]=[C:13]([CH2:12][N:4]([CH:1]2[CH2:3][CH2:2]2)[C:5]([O:6][C:7]([CH3:9])([CH3:10])[CH3:8])=[O:11])[C:14]([Cl:22])=[C:15]([Cl:21])[CH:16]=1)(=[O:35])=[O:34], predict the reactants needed to synthesize it. The reactants are: [CH:1]1([N:4]([CH2:12][C:13]2[CH:18]=[C:17]([CH2:19][OH:20])[CH:16]=[C:15]([Cl:21])[C:14]=2[Cl:22])[C:5](=[O:11])[O:6][C:7]([CH3:10])([CH3:9])[CH3:8])[CH2:3][CH2:2]1.CCN(C(C)C)C(C)C.[CH3:32][S:33](Cl)(=[O:35])=[O:34].